From a dataset of hERG Central: cardiac toxicity at 1µM, 10µM, and general inhibition. Predict hERG channel inhibition at various concentrations. (1) The drug is Br.CCCCN1C2=NCCCN2c2ccccc21. Results: hERG_inhib (hERG inhibition (general)): blocker. (2) The molecule is N#Cc1ccc(CSc2nnc(-c3cccnc3)n2-c2ccccc2)cc1. Results: hERG_inhib (hERG inhibition (general)): blocker. (3) The molecule is CCC(=O)N1CCN(c2nc(CC)nc3sc4c(c23)CCCC4)CC1. Results: hERG_inhib (hERG inhibition (general)): blocker. (4) The molecule is Cc1ccccc1CS(=O)(=O)CCC(=O)NCCCN1CCN(c2ccccc2F)CC1. Results: hERG_inhib (hERG inhibition (general)): blocker. (5) The compound is CN(C)CCC(Oc1ccccc1OCc1ccccc1)c1ccccc1.O=C(O)C(=O)O. Results: hERG_inhib (hERG inhibition (general)): blocker. (6) The compound is CCN(CCCNC(=O)CSc1cc(=O)n(C)c2cc(Cl)ccc12)Cc1ccccc1. Results: hERG_inhib (hERG inhibition (general)): blocker.